Dataset: Catalyst prediction with 721,799 reactions and 888 catalyst types from USPTO. Task: Predict which catalyst facilitates the given reaction. (1) Reactant: [NH:1]1[CH2:6][CH2:5][CH2:4][CH2:3][CH2:2]1.[Cl:7][C:8]1[N:13]=[CH:12][C:11]([S:14](Cl)(=[O:16])=[O:15])=[CH:10][CH:9]=1. Product: [Cl:7][C:8]1[CH:9]=[CH:10][C:11]([S:14]([N:1]2[CH2:6][CH2:5][CH2:4][CH2:3][CH2:2]2)(=[O:16])=[O:15])=[CH:12][N:13]=1. The catalyst class is: 46. (2) Reactant: [CH:1]12[CH2:7][CH:4]([NH:5][CH2:6]1)[CH2:3][N:2]2[C:8]1[N:13]2[CH:14]=[CH:15][N:16]=[C:12]2[CH:11]=[C:10]([C:17]2[CH:22]=[CH:21][N:20]=[C:19]([NH:23][CH:24]([C:26]3[CH:31]=[CH:30][CH:29]=[CH:28][CH:27]=3)[CH3:25])[CH:18]=2)[N:9]=1.[CH3:32][C:33](=O)[CH2:34][CH3:35].CO. Product: [CH:33]([N:5]1[CH2:6][C@@H:1]2[CH2:7][C@H:4]1[CH2:3][N:2]2[C:8]1[N:13]2[CH:14]=[CH:15][N:16]=[C:12]2[CH:11]=[C:10]([C:17]2[CH:22]=[CH:21][N:20]=[C:19]([NH:23][C@H:24]([C:26]3[CH:27]=[CH:28][CH:29]=[CH:30][CH:31]=3)[CH3:25])[CH:18]=2)[N:9]=1)([CH2:34][CH3:35])[CH3:32]. The catalyst class is: 373. (3) Reactant: Br[C:2]1[CH:11]=[CH:10][C:5]([C:6]([O:8][CH3:9])=[O:7])=[CH:4][N:3]=1.[F:12][C:13]([CH3:33])([CH3:32])[CH2:14][N:15]1[CH2:20][CH2:19][CH:18]([CH2:21][O:22][C:23]2[CH:28]=[CH:27][C:26](B(O)O)=[CH:25][CH:24]=2)[CH2:17][CH2:16]1.C([O-])([O-])=O.[Cs+].[Cs+]. Product: [F:12][C:13]([CH3:33])([CH3:32])[CH2:14][N:15]1[CH2:20][CH2:19][CH:18]([CH2:21][O:22][C:23]2[CH:24]=[CH:25][C:26]([C:2]3[CH:11]=[CH:10][C:5]([C:6]([O:8][CH3:9])=[O:7])=[CH:4][N:3]=3)=[CH:27][CH:28]=2)[CH2:17][CH2:16]1. The catalyst class is: 38. (4) Reactant: [H-].[Na+].I[CH3:4].[CH3:5][C:6]1[NH:7][C:8]2[C:13]([CH:14]=1)=[C:12]([F:15])[C:11]([O:16][CH3:17])=[CH:10][CH:9]=2. Product: [CH3:4][N:7]1[C:8]2[C:13](=[C:12]([F:15])[C:11]([O:16][CH3:17])=[CH:10][CH:9]=2)[CH:14]=[C:6]1[CH3:5]. The catalyst class is: 7.